This data is from Catalyst prediction with 721,799 reactions and 888 catalyst types from USPTO. The task is: Predict which catalyst facilitates the given reaction. (1) Reactant: O.[OH-].[Li+].C[O:5][C:6](=[O:36])[CH2:7][C:8]1[C:17]([CH3:18])=[C:16]([C:19]2[CH:24]=[CH:23][C:22]([S:25]([C:28]3[CH:33]=[CH:32][CH:31]=[CH:30][C:29]=3[Cl:34])(=[O:27])=[O:26])=[CH:21][CH:20]=2)[C:15]2[C:10](=[CH:11][CH:12]=[C:13]([Cl:35])[CH:14]=2)[CH:9]=1. Product: [Cl:35][C:13]1[CH:14]=[C:15]2[C:10](=[CH:11][CH:12]=1)[CH:9]=[C:8]([CH2:7][C:6]([OH:36])=[O:5])[C:17]([CH3:18])=[C:16]2[C:19]1[CH:20]=[CH:21][C:22]([S:25]([C:28]2[CH:33]=[CH:32][CH:31]=[CH:30][C:29]=2[Cl:34])(=[O:27])=[O:26])=[CH:23][CH:24]=1. The catalyst class is: 20. (2) Reactant: [NH2:1][CH2:2][CH2:3][CH2:4][NH2:5].C(N(CC)CC)C.[F:13][C:14]([F:27])([F:26])[S:15](O[S:15]([C:14]([F:27])([F:26])[F:13])(=[O:17])=[O:16])(=[O:17])=[O:16]. Product: [NH2:1][CH2:2][CH2:3][CH2:4][NH:5][S:15]([C:14]([F:27])([F:26])[F:13])(=[O:17])=[O:16]. The catalyst class is: 2. (3) Reactant: [CH2:1]([C:3]1[C:8](C=O)=[CH:7][CH:6]=[CH:5][C:4]=1[C:11]1[N:15]=[C:14]([C:16]2[CH:17]=[CH:18][C:19]([O:24][CH:25]([CH3:27])[CH3:26])=[C:20]([CH:23]=2)[C:21]#[N:22])[S:13][N:12]=1)[CH3:2].Cl.[NH2:29][CH2:30][CH2:31][C:32]([O:34]CC)=[O:33].[C:37]([O-])(=O)C.[Na+].C(O[BH-](OC(=O)C)OC(=O)C)(=O)C.[Na+]. Product: [C:21]([C:20]1[CH:23]=[C:16]([C:14]2[S:13][N:12]=[C:11]([C:4]3[C:3]([CH2:1][CH3:2])=[C:8]([CH2:37][NH:29][CH2:30][CH2:31][C:32]([OH:34])=[O:33])[CH:7]=[CH:6][CH:5]=3)[N:15]=2)[CH:17]=[CH:18][C:19]=1[O:24][CH:25]([CH3:26])[CH3:27])#[N:22]. The catalyst class is: 412. (4) Product: [CH2:9]([O:11][C:12](=[O:23])[CH2:13][C:14]([C:16]1[CH:21]=[CH:20][CH:19]=[C:18]([CH3:22])[N:17]=1)=[N:2][N:3]1[CH2:7][CH2:6][CH2:5][C:4]1=[O:8])[CH3:10]. Reactant: Cl.[NH2:2][N:3]1[CH2:7][CH2:6][CH2:5][C:4]1=[O:8].[CH2:9]([O:11][C:12](=[O:23])[CH2:13][C:14]([C:16]1[CH:21]=[CH:20][CH:19]=[C:18]([CH3:22])[N:17]=1)=O)[CH3:10].N1C=CC=CC=1. The catalyst class is: 6. (5) Reactant: [OH:1][C:2]1[CH:3]=[C:4]([CH:7]=[CH:8][C:9]=1[C:10]1[CH:15]=[CH:14][CH:13]=[CH:12][CH:11]=1)[C:5]#[N:6].C(=O)([O-])[O-].[K+].[K+].Br[CH2:23][CH2:24][CH2:25][Cl:26]. Product: [Cl:26][CH2:25][CH2:24][CH2:23][O:1][C:2]1[CH:3]=[C:4]([CH:7]=[CH:8][C:9]=1[C:10]1[CH:11]=[CH:12][CH:13]=[CH:14][CH:15]=1)[C:5]#[N:6]. The catalyst class is: 9. (6) Reactant: [C:1]([O:5][C:6]([N:8]1[CH2:12][CH2:11][CH:10]([C:13](=[O:19])[CH:14]=[C:15]2[CH2:18][CH2:17][CH2:16]2)[CH2:9]1)=[O:7])([CH3:4])([CH3:3])[CH3:2].[H][H]. Product: [C:1]([O:5][C:6]([N:8]1[CH2:12][CH2:11][CH:10]([C:13](=[O:19])[CH2:14][CH:15]2[CH2:18][CH2:17][CH2:16]2)[CH2:9]1)=[O:7])([CH3:4])([CH3:2])[CH3:3]. The catalyst class is: 153. (7) Reactant: [Br-].[Br-].[Br-].[NH+:4]1[CH:9]=[CH:8][CH:7]=[CH:6][CH:5]=1.[NH+]1[CH:15]=[CH:14][CH:13]=[CH:12]C=1.[NH+]1C=C[CH:19]=[CH:18][CH:17]=1.[C:22]([OH:25])(=O)[CH3:23].C[C:27]([OH:30])(C)C.C(O)C.C(O)(=O)C. Product: [CH3:27][O:30][C:14]1[CH:13]=[CH:12][C:6]([C:7]2[CH:19]=[CH:18][CH:17]=[C:9]3[C:8]=2[CH2:23][C:22](=[O:25])[NH:4]3)=[CH:5][CH:15]=1. The catalyst class is: 401. (8) Reactant: [F-].[K+].Br[CH:4]([CH3:9])[C:5](OC)=[O:6].[NH2:10][C:11]1[CH:16]=[CH:15][C:14]([N+:17]([O-:19])=[O:18])=[CH:13][C:12]=1[OH:20]. Product: [CH3:9][CH:4]1[C:5](=[O:6])[NH:10][C:11]2[CH:16]=[CH:15][C:14]([N+:17]([O-:19])=[O:18])=[CH:13][C:12]=2[O:20]1. The catalyst class is: 3. (9) The catalyst class is: 1. Product: [CH3:7][N:8]1[CH2:13][CH2:12][N:11]([CH2:14][CH2:15][NH2:16])[CH2:10][CH2:9]1. Reactant: [H-].[Al+3].[Li+].[H-].[H-].[H-].[CH3:7][N:8]1[CH2:13][CH2:12][N:11]([CH2:14][C:15]#[N:16])[CH2:10][CH2:9]1.O.[OH-].[Na+]. (10) Reactant: [F:1][C:2]1[CH:3]=[C:4]2[C:11]([C:12]3[N:13]=[N:14][C:15]4[C:20]([CH3:22])([CH3:21])[C:19](=[O:23])[NH:18][C:16]=4[N:17]=3)=[N:10][NH:9][C:5]2=[N:6][C:7]=1[CH3:8].C(=O)([O-])[O-].[Cs+].[Cs+].Br[CH2:31][C:32]1[CH:37]=[CH:36][C:35]([CH3:38])=[C:34]([F:39])[C:33]=1[F:40]. Product: [F:39][C:34]1[C:33]([F:40])=[C:32]([CH3:31])[CH:37]=[CH:36][C:35]=1[CH2:38][N:9]1[C:5]2=[N:6][C:7]([CH3:8])=[C:2]([F:1])[CH:3]=[C:4]2[C:11]([C:12]2[N:13]=[N:14][C:15]3[C:20]([CH3:21])([CH3:22])[C:19](=[O:23])[NH:18][C:16]=3[N:17]=2)=[N:10]1. The catalyst class is: 39.